From a dataset of Reaction yield outcomes from USPTO patents with 853,638 reactions. Predict the reaction yield, written as a fraction of the theoretical maximum amount of product (1.0 means a 100% yield; for example, 0.34 means a 34% yield). The reactants are [Cl:1][C:2]1[CH:7]=[C:6]2[NH:8][C:9](=[O:29])[C:10]3([CH:15]([C:16]4[CH:21]=[CH:20][CH:19]=[C:18]([Cl:22])[CH:17]=4)[CH2:14][C:13](=O)[NH:12][CH:11]3[CH:24]([CH2:27][CH3:28])[CH2:25][CH3:26])[C:5]2=[CH:4][CH:3]=1.[BH4-].[Na+]. The catalyst is CO. The product is [Cl:1][C:2]1[CH:7]=[C:6]2[NH:8][C:9](=[O:29])[C:10]3([CH:15]([C:16]4[CH:21]=[CH:20][CH:19]=[C:18]([Cl:22])[CH:17]=4)[CH2:14][CH2:13][NH:12][CH:11]3[CH:24]([CH2:27][CH3:28])[CH2:25][CH3:26])[C:5]2=[CH:4][CH:3]=1. The yield is 0.147.